From a dataset of Full USPTO retrosynthesis dataset with 1.9M reactions from patents (1976-2016). Predict the reactants needed to synthesize the given product. (1) Given the product [CH2:1]([O:3][CH2:4][CH2:5][NH:6][S:22]([C:21]1[CH:16]=[CH:17][C:18]([I:26])=[CH:19][CH:20]=1)(=[O:24])=[O:23])[CH3:2], predict the reactants needed to synthesize it. The reactants are: [CH2:1]([O:3][CH2:4][CH2:5][NH2:6])[CH3:2].C(N(C(C)C)CC)(C)C.[CH:16]1[C:21]([S:22](Cl)(=[O:24])=[O:23])=[CH:20][CH:19]=[C:18]([I:26])[CH:17]=1. (2) Given the product [F:3][C:4]1[CH:5]=[C:6]([CH:10]2[CH2:11][CH2:12][CH:13]([OH:16])[CH2:14][CH2:15]2)[CH:7]=[CH:8][CH:9]=1, predict the reactants needed to synthesize it. The reactants are: [BH4-].[Na+].[F:3][C:4]1[CH:5]=[C:6]([CH:10]2[CH2:15][CH2:14][C:13](=[O:16])[CH2:12][CH2:11]2)[CH:7]=[CH:8][CH:9]=1.[H][H].[Cl-].[NH4+]. (3) Given the product [CH3:1][O:2][C:3]([C:4]1[C:5]2[N:11]=[CH:13][NH:10][C:6]=2[CH:7]=[CH:8][CH:9]=1)=[O:12], predict the reactants needed to synthesize it. The reactants are: [CH3:1][O:2][C:3](=[O:12])[C:4]1[CH:9]=[CH:8][CH:7]=[C:6]([NH2:10])[C:5]=1[NH2:11].[CH:13](OCC)(OCC)OCC.C1(C)C=CC(S(O)(=O)=O)=CC=1. (4) Given the product [CH2:12]([O:19][CH2:20][C@@H:21]([O:33][C:34]1[CH:42]=[CH:41][C:40]([F:43])=[C:36]([C:37]#[N:39])[C:35]=1[F:44])[C:22]([NH:24][C:25]1[C:26]([Cl:32])=[N:27][CH:28]=[C:29]([Cl:31])[CH:30]=1)=[O:23])[C:13]1[CH:14]=[CH:15][CH:16]=[CH:17][CH:18]=1, predict the reactants needed to synthesize it. The reactants are: CN(C=O)C.C(Cl)(=O)C(Cl)=O.[CH2:12]([O:19][CH2:20][C@@H:21]([O:33][C:34]1[C:35]([F:44])=[C:36]([C:40]([F:43])=[CH:41][CH:42]=1)[C:37]([NH2:39])=O)[C:22]([NH:24][C:25]1[C:26]([Cl:32])=[N:27][CH:28]=[C:29]([Cl:31])[CH:30]=1)=[O:23])[C:13]1[CH:18]=[CH:17][CH:16]=[CH:15][CH:14]=1.O. (5) Given the product [Br:1][C:2]1[CH:3]=[C:4]2[CH:5]=[C:6]([CH2:8][NH:9][C:10]3[N:11]=[C:12]([NH:17][C:18]4[CH:23]=[CH:22][CH:21]=[C:20]([CH:19]=4)[CH2:24][CH2:25][CH2:26][O:28]2)[N:13]=[CH:14][C:15]=3[Cl:16])[CH:7]=1, predict the reactants needed to synthesize it. The reactants are: [Br:1][C:2]1[CH:3]=[C:4]([OH:28])[CH:5]=[C:6]([CH2:8][NH:9][C:10]2[C:15]([Cl:16])=[CH:14][N:13]=[C:12]([NH:17][C:18]3[CH:23]=[CH:22][CH:21]=[C:20]([CH2:24][CH2:25][CH2:26]Br)[CH:19]=3)[N:11]=2)[CH:7]=1.O1CCCC1.[OH-].[Na+]. (6) Given the product [Cl:1][C:2]1[CH:9]=[C:8]([N:10]([CH2:16][CH:17]2[CH2:22][CH2:21][CH2:20][CH2:19][CH2:18]2)[C@H:11]2[CH2:15][CH2:14][N:13]([S:26]([CH:23]3[CH2:25][CH2:24]3)(=[O:28])=[O:27])[CH2:12]2)[CH:7]=[CH:6][C:3]=1[C:4]#[N:5], predict the reactants needed to synthesize it. The reactants are: [Cl:1][C:2]1[CH:9]=[C:8]([N:10]([CH2:16][CH:17]2[CH2:22][CH2:21][CH2:20][CH2:19][CH2:18]2)[C@H:11]2[CH2:15][CH2:14][NH:13][CH2:12]2)[CH:7]=[CH:6][C:3]=1[C:4]#[N:5].[CH:23]1([S:26](Cl)(=[O:28])=[O:27])[CH2:25][CH2:24]1.